From a dataset of Reaction yield outcomes from USPTO patents with 853,638 reactions. Predict the reaction yield, written as a fraction of the theoretical maximum amount of product (1.0 means a 100% yield; for example, 0.34 means a 34% yield). (1) The reactants are Cl[C:2]([C:6]1[CH:11]=[CH:10][CH:9]=[CH:8][C:7]=1[Cl:12])=[CH:3][C:4]#[N:5].Cl.[CH2:14]([CH:16]1[CH2:18][CH:17]1[NH2:19])C.[CH3:20]C#N. No catalyst specified. The product is [Cl:12][C:7]1[CH:8]=[CH:9][CH:10]=[CH:11][C:6]=1[C:2]([NH:19][CH:17]([CH:16]([CH3:14])[CH3:18])[CH3:20])=[CH:3][C:4]#[N:5]. The yield is 0.890. (2) The reactants are [CH:1]1([C:4]2[CH:8]=[CH:7][N:6]([CH2:9][C:10]([O:12]CC)=[O:11])[N:5]=2)[CH2:3][CH2:2]1.CCOC(C)=O. The catalyst is O. The product is [CH:1]1([C:4]2[CH:8]=[CH:7][N:6]([CH2:9][C:10]([OH:12])=[O:11])[N:5]=2)[CH2:2][CH2:3]1. The yield is 0.830. (3) The reactants are Cl[C:2]1([C:8]([O:10][CH3:11])=[O:9])[C:6](=[O:7])[CH:5]=[CH:4][S:3]1.[CH3:12][C:13]1[C:21]([CH3:22])=[CH:20][C:16]2[NH:17][CH:18]=[N:19][C:15]=2[CH:14]=1.C(O)(=O)C. The catalyst is C(Cl)(Cl)Cl. The product is [OH:7][C:6]1[CH:5]=[C:4]([N:17]2[C:16]3[CH:20]=[C:21]([CH3:22])[C:13]([CH3:12])=[CH:14][C:15]=3[N:19]=[CH:18]2)[S:3][C:2]=1[C:8]([O:10][CH3:11])=[O:9]. The yield is 0.500. (4) The reactants are [OH:1][C:2]1([C:31](OC)=[O:32])[CH2:7][CH2:6][CH:5]([N:8]2[C:16]([NH:17][C:18]3[C:23]([F:24])=[CH:22][C:21]([F:25])=[CH:20][C:19]=3[F:26])=[N:15][C:14]3[C:9]2=[N:10][C:11]([NH:27][CH:28]([CH3:30])[CH3:29])=[N:12][CH:13]=3)[CH2:4][CH2:3]1.[BH4-].[Na+]. The catalyst is CO. The product is [OH:32][CH2:31][C:2]1([OH:1])[CH2:3][CH2:4][CH:5]([N:8]2[C:16]([NH:17][C:18]3[C:19]([F:26])=[CH:20][C:21]([F:25])=[CH:22][C:23]=3[F:24])=[N:15][C:14]3[C:9]2=[N:10][C:11]([NH:27][CH:28]([CH3:29])[CH3:30])=[N:12][CH:13]=3)[CH2:6][CH2:7]1. The yield is 0.370. (5) The reactants are [OH:1][CH:2]1[CH2:7][CH2:6][CH:5]([C:8](=[O:10])[CH3:9])[CH2:4][CH2:3]1.[CH3:11][C:12]([CH2:16]O)([CH2:14][OH:15])[CH3:13]. The catalyst is CC1C=CC(S(O)(=O)=O)=CC=1.C1(C)C=CC=CC=1. The product is [CH3:9][C:8]1([CH:5]2[CH2:6][CH2:7][CH:2]([OH:1])[CH2:3][CH2:4]2)[O:15][CH2:14][C:12]([CH3:16])([CH3:13])[CH2:11][O:10]1. The yield is 0.620. (6) The reactants are [CH2:1]([O:8][C:9]1[CH:10]=[CH:11][CH:12]=[C:13]2[C:18]=1[N:17]=[C:16](O)[CH:15]=[CH:14]2)[C:2]1[CH:7]=[CH:6][CH:5]=[CH:4][CH:3]=1.[CH3:20][C:21]1([CH2:25][O:26][C:27]2[CH:32]=[CH:31][C:30]([NH2:33])=[C:29]([N+:34]([O-:36])=[O:35])[CH:28]=2)[CH2:24][O:23][CH2:22]1.C(=O)([O-])[O-].[Cs+].[Cs+].ClC(Cl)C. The catalyst is C([O-])(=O)C.[Pd+2].C([O-])(=O)C.C1C=CC(P(C2C=CC=CC=2)CCP(C2C=CC=CC=2)C2C=CC=CC=2)=CC=1.C1(C)C=CC=CC=1. The product is [CH2:1]([O:8][C:9]1[CH:10]=[CH:11][CH:12]=[C:13]2[C:18]=1[N:17]=[C:16]([NH:33][C:30]1[CH:31]=[CH:32][C:27]([O:26][CH2:25][C:21]3([CH3:20])[CH2:22][O:23][CH2:24]3)=[CH:28][C:29]=1[N+:34]([O-:36])=[O:35])[CH:15]=[CH:14]2)[C:2]1[CH:7]=[CH:6][CH:5]=[CH:4][CH:3]=1. The yield is 0.770.